Predict the product of the given reaction. From a dataset of Forward reaction prediction with 1.9M reactions from USPTO patents (1976-2016). (1) Given the reactants O.[OH-].[Li+].C[O:5][C:6](=[O:40])[CH2:7][C:8]1[C:17]([CH3:18])=[C:16]([C:19]2[CH:24]=[CH:23][C:22]([S:25]([C:28]3[CH:33]=[CH:32][C:31]([O:34][C:35]([F:38])([F:37])[F:36])=[CH:30][CH:29]=3)(=[O:27])=[O:26])=[CH:21][CH:20]=2)[C:15]2[C:10](=[CH:11][CH:12]=[C:13]([F:39])[CH:14]=2)[CH:9]=1, predict the reaction product. The product is: [F:39][C:13]1[CH:14]=[C:15]2[C:10](=[CH:11][CH:12]=1)[CH:9]=[C:8]([CH2:7][C:6]([OH:40])=[O:5])[C:17]([CH3:18])=[C:16]2[C:19]1[CH:20]=[CH:21][C:22]([S:25]([C:28]2[CH:33]=[CH:32][C:31]([O:34][C:35]([F:37])([F:36])[F:38])=[CH:30][CH:29]=2)(=[O:27])=[O:26])=[CH:23][CH:24]=1. (2) The product is: [Br:1][C:2]1[CH:3]=[C:4]2[C:8](=[CH:9][CH:10]=1)[N:7]([CH3:11])[C:6]([CH2:12][OH:13])=[CH:5]2. Given the reactants [Br:1][C:2]1[CH:3]=[C:4]2[C:8](=[CH:9][CH:10]=1)[N:7]([CH3:11])[C:6]([C:12](OCC)=[O:13])=[CH:5]2.CC(C[AlH]CC(C)C)C, predict the reaction product. (3) Given the reactants [NH2:1][C:2]1[CH:27]=[CH:26][C:5]([C:6]([NH:8][C:9]2[S:13][C:12]([NH:14][C:15]3[CH:20]=[CH:19][C:18]([O:21][CH3:22])=[CH:17][CH:16]=3)=[N:11][C:10]=2[C:23]([NH2:25])=[O:24])=[O:7])=[CH:4][CH:3]=1.C(N(CC)CC)C.[Br:35][CH2:36][C:37](Cl)=[O:38], predict the reaction product. The product is: [Br:35][CH2:36][C:37]([NH:1][C:2]1[CH:3]=[CH:4][C:5]([C:6]([NH:8][C:9]2[S:13][C:12]([NH:14][C:15]3[CH:20]=[CH:19][C:18]([O:21][CH3:22])=[CH:17][CH:16]=3)=[N:11][C:10]=2[C:23]([NH2:25])=[O:24])=[O:7])=[CH:26][CH:27]=1)=[O:38].